Dataset: Peptide-MHC class II binding affinity with 134,281 pairs from IEDB. Task: Regression. Given a peptide amino acid sequence and an MHC pseudo amino acid sequence, predict their binding affinity value. This is MHC class II binding data. (1) The peptide sequence is DEELLKAVRIIKILYQSNP. The MHC is HLA-DQA10301-DQB10301 with pseudo-sequence HLA-DQA10301-DQB10301. The binding affinity (normalized) is 0.520. (2) The peptide sequence is FQKTILKATTALKDV. The MHC is DRB1_0405 with pseudo-sequence DRB1_0405. The binding affinity (normalized) is 0.718. (3) The peptide sequence is KYYLRLWAPELAKSQ. The MHC is HLA-DQA10501-DQB10201 with pseudo-sequence HLA-DQA10501-DQB10201. The binding affinity (normalized) is 0.308. (4) The peptide sequence is DELVGGPPVEASAAA. The MHC is DRB1_0802 with pseudo-sequence DRB1_0802. The binding affinity (normalized) is 0.371.